The task is: Predict the product of the given reaction.. This data is from Forward reaction prediction with 1.9M reactions from USPTO patents (1976-2016). (1) Given the reactants [OH:1][C:2]1[CH:7]=[CH:6][C:5]([N:8]2[CH2:13][CH2:12][N:11]([CH2:14][CH2:15][CH:16]([O:23][C:24](=[O:26])[NH2:25])[C:17]3[CH:22]=[CH:21][CH:20]=[CH:19][CH:18]=3)[CH2:10][CH2:9]2)=[CH:4][CH:3]=1.C(=O)([O-])[O-].[K+].[K+].[CH2:33](Br)[C:34]1[CH:39]=[CH:38][CH:37]=[CH:36][CH:35]=1, predict the reaction product. The product is: [CH2:33]([O:1][C:2]1[CH:7]=[CH:6][C:5]([N:8]2[CH2:13][CH2:12][N:11]([CH2:14][CH2:15][CH:16]([O:23][C:24](=[O:26])[NH2:25])[C:17]3[CH:22]=[CH:21][CH:20]=[CH:19][CH:18]=3)[CH2:10][CH2:9]2)=[CH:4][CH:3]=1)[C:34]1[CH:39]=[CH:38][CH:37]=[CH:36][CH:35]=1. (2) Given the reactants [CH3:1][C:2]1[N:6]([CH2:7][CH:8]2[C:13](=[O:14])[C:12]3[C:15]4[C:20]([N:21]([CH3:22])[C:11]=3[CH2:10][CH2:9]2)=[CH:19][CH:18]=[CH:17][CH:16]=4)[CH:5]=[CH:4][N:3]=1.O.O.Cl.[OH-].[Na+].O, predict the reaction product. The product is: [CH3:1][C:2]1[N:6]([CH2:7][CH:8]2[C:13](=[O:14])[C:12]3[C:15]4[CH:16]=[CH:17][CH:18]=[CH:19][C:20]=4[N:21]([CH3:22])[C:11]=3[CH2:10][CH2:9]2)[CH:5]=[CH:4][N:3]=1. (3) Given the reactants [CH:1]1([CH2:6][C@H:7]([CH2:18][C:19]([O:21][C:22]([CH3:25])([CH3:24])[CH3:23])=[O:20])[C:8]([N:10]2[CH:14]([C:15](O)=[O:16])[CH2:13][CH:12]=[N:11]2)=[O:9])[CH2:5][CH2:4][CH2:3][CH2:2]1.CCN(C(C)C)C(C)C.C(Cl)CCl.[NH:39]1[CH2:44][CH2:43][O:42][CH2:41][CH2:40]1, predict the reaction product. The product is: [CH:1]1([CH2:6][C@@H:7]([C:8]([N:10]2[CH:14]([C:15]([N:39]3[CH2:44][CH2:43][O:42][CH2:41][CH2:40]3)=[O:16])[CH2:13][CH:12]=[N:11]2)=[O:9])[CH2:18][C:19]([O:21][C:22]([CH3:24])([CH3:25])[CH3:23])=[O:20])[CH2:5][CH2:4][CH2:3][CH2:2]1. (4) Given the reactants [Cl:1][C:2]1[CH:7]=[CH:6][C:5](/[CH:8]=[C:9](/[S:11]([NH:14][C:15]2[CH:20]=[CH:19][CH:18]=[CH:17][C:16]=2[S:21]([NH2:24])(=[O:23])=[O:22])(=[O:13])=[O:12])\[CH3:10])=[CH:4][CH:3]=1.[H][H], predict the reaction product. The product is: [Cl:1][C:2]1[CH:7]=[CH:6][C:5]([CH2:8][CH:9]([S:11]([NH:14][C:15]2[CH:20]=[CH:19][CH:18]=[CH:17][C:16]=2[S:21]([NH2:24])(=[O:23])=[O:22])(=[O:13])=[O:12])[CH3:10])=[CH:4][CH:3]=1. (5) The product is: [C:20]([O:26][CH2:28][CH2:29][NH:30][C:31]([C@@H:33]([CH2:42][CH:43]=[CH2:44])[CH2:34][C:35]([O:37][C:38]([CH3:40])([CH3:39])[CH3:41])=[O:36])=[O:32])(=[O:25])[CH2:21][CH2:22][CH:23]=[CH2:24]. Given the reactants NCCO.C(OC(=O)C[C@H](CC=C)C(O)=O)(C)(C)C.[C:20]([OH:26])(=[O:25])[CH2:21][CH2:22][CH:23]=[CH2:24].O[CH2:28][CH2:29][NH:30][C:31]([C@@H:33]([CH2:42][CH:43]=[CH2:44])[CH2:34][C:35]([O:37][C:38]([CH3:41])([CH3:40])[CH3:39])=[O:36])=[O:32], predict the reaction product. (6) The product is: [C:18]([O:8][CH:6]([CH:5]([CH2:3][CH3:4])[CH:9]([O:11][C:29](=[O:30])[C:28]1[CH:27]=[CH:31][CH:15]=[CH:14][CH:13]=1)[CH3:10])[CH3:7])(=[O:25])[C:19]1[CH:24]=[CH:23][CH:22]=[CH:21][CH:20]=1. Given the reactants O=O.[CH2:3]([CH:5]([CH:9]([OH:11])[CH3:10])[CH:6]([OH:8])[CH3:7])[CH3:4].N1C=C[CH:15]=[CH:14][CH:13]=1.[C:18](Cl)(=[O:25])[C:19]1[CH:24]=[CH:23][CH:22]=[CH:21][CH:20]=1.[CH2:27]1[CH2:31][O:30][CH2:29][CH2:28]1, predict the reaction product. (7) Given the reactants [CH3:1][Si:2]([C:5]#[CH:6])([CH3:4])[CH3:3].[N:7]1[CH:12]=[CH:11][CH:10]=[C:9]([N:13]2[C:17]([C:18]3[CH:23]=[CH:22][C:21](OS(C(F)(F)F)(=O)=O)=[CH:20][N:19]=3)=[CH:16][C:15]([C:32]([O:34][CH2:35][CH3:36])=[O:33])=[N:14]2)[CH:8]=1.O.C(OCC)(=O)C, predict the reaction product. The product is: [N:7]1[CH:12]=[CH:11][CH:10]=[C:9]([N:13]2[C:17]([C:18]3[CH:23]=[CH:22][C:21]([C:6]#[C:5][Si:2]([CH3:4])([CH3:3])[CH3:1])=[CH:20][N:19]=3)=[CH:16][C:15]([C:32]([O:34][CH2:35][CH3:36])=[O:33])=[N:14]2)[CH:8]=1.